From a dataset of Aqueous solubility values for 9,982 compounds from the AqSolDB database. Regression/Classification. Given a drug SMILES string, predict its absorption, distribution, metabolism, or excretion properties. Task type varies by dataset: regression for continuous measurements (e.g., permeability, clearance, half-life) or binary classification for categorical outcomes (e.g., BBB penetration, CYP inhibition). For this dataset (solubility_aqsoldb), we predict Y. (1) The molecule is CCOP(=S)(OCC)SCS(=O)(=O)C(C)(C)C. The Y is -2.90 log mol/L. (2) The compound is O=C(O)C(F)(F)Cl. The Y is 0.884 log mol/L. (3) The drug is CC1CCCCC1=O. The Y is -0.940 log mol/L. (4) The compound is OCC1OC2OC3C(CO)OC(OC4C(CO)OC(OC5C(CO)OC(OC6C(CO)OC(OC7C(CO)OC(OC8C(CO)OC(OC1C(O)C2O)C(O)C8O)C(O)C7O)C(O)C6O)C(O)C5O)C(O)C4O)C(O)C3O. The Y is -1.84 log mol/L. (5) The molecule is [Cl-].[Cl-].[Pd+2].c1ccc(P(c2ccccc2)c2ccccc2)cc1.c1ccc(P(c2ccccc2)c2ccccc2)cc1. The Y is -7.03 log mol/L. (6) The drug is CCCCCCCC(=O)OCC. The Y is -3.39 log mol/L.